Predict the reaction yield, written as a fraction of the theoretical maximum amount of product (1.0 means a 100% yield; for example, 0.34 means a 34% yield). From a dataset of Reaction yield outcomes from USPTO patents with 853,638 reactions. The reactants are [Br:1][C:2]1[CH:3]=[C:4]2[C:9](=[C:10]([CH2:12][NH:13][CH:14]3[CH2:16][CH2:15]3)[CH:11]=1)[O:8][C:7]([CH3:18])([CH3:17])[CH2:6][C:5]2([CH3:20])[CH3:19].[CH:21](OCC)=[O:22]. The yield is 1.00. No catalyst specified. The product is [Br:1][C:2]1[CH:3]=[C:4]2[C:9](=[C:10]([CH2:12][N:13]([CH:14]3[CH2:15][CH2:16]3)[CH:21]=[O:22])[CH:11]=1)[O:8][C:7]([CH3:18])([CH3:17])[CH2:6][C:5]2([CH3:20])[CH3:19].